This data is from Full USPTO retrosynthesis dataset with 1.9M reactions from patents (1976-2016). The task is: Predict the reactants needed to synthesize the given product. Given the product [NH2:1][C:2]1[S:3][C:4]([Cl:21])=[C:5](/[C:7](=[N:11]/[O:12][CH3:13])/[C:8]([OH:10])=[O:9])[N:6]=1, predict the reactants needed to synthesize it. The reactants are: [NH2:1][C:2]1[S:3][CH:4]=[C:5](/[C:7](=[N:11]/[O:12][CH3:13])/[C:8]([OH:10])=[O:9])[N:6]=1.C1C(=O)N([Cl:21])C(=O)C1.